Task: Regression. Given two drug SMILES strings and cell line genomic features, predict the synergy score measuring deviation from expected non-interaction effect.. Dataset: NCI-60 drug combinations with 297,098 pairs across 59 cell lines (1) Drug 1: CS(=O)(=O)CCNCC1=CC=C(O1)C2=CC3=C(C=C2)N=CN=C3NC4=CC(=C(C=C4)OCC5=CC(=CC=C5)F)Cl. Drug 2: CCN(CC)CCNC(=O)C1=C(NC(=C1C)C=C2C3=C(C=CC(=C3)F)NC2=O)C. Cell line: UACC62. Synergy scores: CSS=1.85, Synergy_ZIP=1.63, Synergy_Bliss=3.79, Synergy_Loewe=-5.61, Synergy_HSA=-2.94. (2) Drug 1: CC1OCC2C(O1)C(C(C(O2)OC3C4COC(=O)C4C(C5=CC6=C(C=C35)OCO6)C7=CC(=C(C(=C7)OC)O)OC)O)O. Drug 2: CC1=C(C=C(C=C1)C(=O)NC2=CC(=CC(=C2)C(F)(F)F)N3C=C(N=C3)C)NC4=NC=CC(=N4)C5=CN=CC=C5. Cell line: RPMI-8226. Synergy scores: CSS=51.5, Synergy_ZIP=10.8, Synergy_Bliss=11.7, Synergy_Loewe=-0.963, Synergy_HSA=8.45.